The task is: Predict the product of the given reaction.. This data is from Forward reaction prediction with 1.9M reactions from USPTO patents (1976-2016). (1) Given the reactants [C:1]([N:5]1[CH2:9][C:8]2[CH:10]=[C:11]([NH:14][C:15]3[C:19]4[C:20](=[O:24])[NH:21][CH:22]=[CH:23][C:18]=4[N:17]([C@@:25]4([CH2:38][C:39]#[N:40])[CH2:30][O:29][C@H:28]([C:31]([O:33]C(C)(C)C)=[O:32])[CH2:27][CH2:26]4)[N:16]=3)[CH:12]=[CH:13][C:7]=2[S:6]1(=[O:42])=[O:41])([CH3:4])([CH3:3])[CH3:2].C(O)(C(F)(F)F)=O, predict the reaction product. The product is: [C:1]([N:5]1[CH2:9][C:8]2[CH:10]=[C:11]([NH:14][C:15]3[C:19]4[C:20](=[O:24])[NH:21][CH:22]=[CH:23][C:18]=4[N:17]([C@@:25]4([CH2:38][C:39]#[N:40])[CH2:30][O:29][C@H:28]([C:31]([OH:33])=[O:32])[CH2:27][CH2:26]4)[N:16]=3)[CH:12]=[CH:13][C:7]=2[S:6]1(=[O:42])=[O:41])([CH3:4])([CH3:2])[CH3:3]. (2) Given the reactants [F:1][C:2]1[CH:22]=[N:21][CH:20]=[CH:19][C:3]=1[C:4]([NH:6][C:7]1[CH:12]=[C:11]([C:13]([F:16])([F:15])[F:14])[C:10]([Cl:17])=[CH:9][C:8]=1[OH:18])=O.O1CCCC1.C1(P(C2C=CC=CC=2)C2C=CC=CC=2)C=CC=CC=1.N(C(OCC)=O)=NC(OCC)=O, predict the reaction product. The product is: [Cl:17][C:10]1[C:11]([C:13]([F:16])([F:15])[F:14])=[CH:12][C:7]2[N:6]=[C:4]([C:3]3[CH:19]=[CH:20][N:21]=[CH:22][C:2]=3[F:1])[O:18][C:8]=2[CH:9]=1. (3) Given the reactants [C:1]1([CH3:21])[CH:6]=[C:5]([CH3:7])[CH:4]=[C:3]([CH3:8])[C:2]=1[CH2:9][C:10]1[N:14]([CH3:15])[C:13]2[C:16]([NH2:20])=[CH:17][CH:18]=[CH:19][C:12]=2[N:11]=1.[CH:22](=O)[CH3:23].[C:25](O)(=O)[CH3:26].C(O[BH-](OC(=O)C)OC(=O)C)(=O)C.[Na+].C(=O)(O)[O-].[Na+], predict the reaction product. The product is: [CH2:25]([N:20]([CH2:22][CH3:23])[C:16]1[C:13]2[N:14]([CH3:15])[C:10]([CH2:9][C:2]3[C:3]([CH3:8])=[CH:4][C:5]([CH3:7])=[CH:6][C:1]=3[CH3:21])=[N:11][C:12]=2[CH:19]=[CH:18][CH:17]=1)[CH3:26]. (4) Given the reactants [OH:1][C:2]1[CH:3]=[C:4]([CH:17]=[CH:18][CH:19]=1)[C:5](=[O:16])[CH:6]=[CH:7][C:8]1[CH:13]=[CH:12][C:11]([O:14][CH3:15])=[CH:10][CH:9]=1.Br[C:21](Br)([CH2:24][CH3:25])[CH2:22][CH3:23].C(=O)([O-])[O-].[K+].[K+].[K+].[Br-:34], predict the reaction product. The product is: [Br:34][CH2:23][CH2:22][CH2:21][CH2:24][CH2:25][O:1][C:2]1[CH:3]=[C:4]([CH:17]=[CH:18][CH:19]=1)[C:5](=[O:16])[CH:6]=[CH:7][C:8]1[CH:13]=[CH:12][C:11]([O:14][CH3:15])=[CH:10][CH:9]=1. (5) Given the reactants [CH:1]([NH:4]C(C)C)(C)[CH3:2].C([Li])CCC.[N:13]1[C:22]2[C:21](=[O:23])[CH2:20][CH2:19][CH2:18][C:17]=2[CH:16]=[CH:15][CH:14]=1.BrCC#N, predict the reaction product. The product is: [O:23]=[C:21]1[C:22]2[N:13]=[CH:14][CH:15]=[CH:16][C:17]=2[CH2:18][CH2:19][CH:20]1[CH2:2][C:1]#[N:4]. (6) Given the reactants [CH3:1][O:2][C:3]1[CH:8]=[CH:7][C:6]([S:9][C:10]2[C:11]([C:23](O)=[O:24])=[N:12][C:13]([S:16][C:17]3[CH:22]=[CH:21][CH:20]=[CH:19][N:18]=3)=[CH:14][CH:15]=2)=[CH:5][CH:4]=1.[NH2:26][C:27]1[S:28][CH:29]=[C:30]([CH2:32][C:33]([O:35][CH2:36][CH3:37])=[O:34])[N:31]=1, predict the reaction product. The product is: [CH3:1][O:2][C:3]1[CH:8]=[CH:7][C:6]([S:9][C:10]2[C:11]([C:23]([NH:26][C:27]3[S:28][CH:29]=[C:30]([CH2:32][C:33]([O:35][CH2:36][CH3:37])=[O:34])[N:31]=3)=[O:24])=[N:12][C:13]([S:16][C:17]3[CH:22]=[CH:21][CH:20]=[CH:19][N:18]=3)=[CH:14][CH:15]=2)=[CH:5][CH:4]=1.